From a dataset of Full USPTO retrosynthesis dataset with 1.9M reactions from patents (1976-2016). Predict the reactants needed to synthesize the given product. (1) Given the product [NH2:11][C:12]1[C:13]2[C:20]([C:21]([C:23]3[CH:28]=[C:27]([CH3:29])[N:26]=[C:25]([NH:30][C:9]([NH:8][C:3]4[CH:4]=[CH:5][CH:6]=[CH:7][C:2]=4[F:1])=[O:10])[CH:24]=3)=[O:22])=[CH:19][N:18]([CH:31]([CH3:33])[CH3:32])[C:14]=2[N:15]=[CH:16][N:17]=1, predict the reactants needed to synthesize it. The reactants are: [F:1][C:2]1[CH:7]=[CH:6][CH:5]=[CH:4][C:3]=1[N:8]=[C:9]=[O:10].[NH2:11][C:12]1[C:13]2[C:20]([C:21]([C:23]3[CH:28]=[C:27]([CH3:29])[N:26]=[C:25]([NH2:30])[CH:24]=3)=[O:22])=[CH:19][N:18]([CH:31]([CH3:33])[CH3:32])[C:14]=2[N:15]=[CH:16][N:17]=1. (2) Given the product [OH:1][CH2:2][CH2:3][N:4]([CH2:21][CH2:22][OH:23])[C:5]1[CH:10]=[CH:9][C:8]([C:11]2[NH:15][C:14]3[CH:16]=[CH:17][C:18]([NH:20][C:41]([C:39]4[CH:38]=[CH:37][C:35]5[N:36]=[C:32]([C:29]6[CH:28]=[CH:27][C:26]([C:24]#[N:25])=[CH:31][CH:30]=6)[NH:33][C:34]=5[CH:40]=4)=[O:42])=[CH:19][C:13]=3[N:12]=2)=[CH:7][CH:6]=1, predict the reactants needed to synthesize it. The reactants are: [OH:1][CH2:2][CH2:3][N:4]([CH2:21][CH2:22][OH:23])[C:5]1[CH:10]=[CH:9][C:8]([C:11]2[NH:12][C:13]3[CH:19]=[C:18]([NH2:20])[CH:17]=[CH:16][C:14]=3[N:15]=2)=[CH:7][CH:6]=1.[C:24]([C:26]1[CH:31]=[CH:30][C:29]([C:32]2[NH:33][C:34]3[CH:40]=[C:39]([C:41]([O-])=[O:42])[CH:38]=[CH:37][C:35]=3[N:36]=2)=[CH:28][CH:27]=1)#[N:25].